From a dataset of Full USPTO retrosynthesis dataset with 1.9M reactions from patents (1976-2016). Predict the reactants needed to synthesize the given product. (1) Given the product [CH3:25][O:24][CH2:23][CH2:22][O:21][CH2:20][C:17]1[N:16]=[C:15]([CH3:26])[C:14]([C@@:11]2([OH:27])[CH2:12][CH2:13][NH:8][CH2:9][C@@H:10]2[O:28][CH2:29][C:30]2[CH:31]=[CH:32][C:33]3[O:38][CH2:37][CH2:36][N:35]([CH2:40][CH2:41][CH2:42][O:43][CH3:44])[C:34]=3[CH:45]=2)=[CH:19][CH:18]=1, predict the reactants needed to synthesize it. The reactants are: C(OC([N:8]1[CH2:13][CH2:12][C@:11]([OH:27])([C:14]2[C:15]([CH3:26])=[N:16][C:17]([CH2:20][O:21][CH2:22][CH2:23][O:24][CH3:25])=[CH:18][CH:19]=2)[C@@H:10]([O:28][CH2:29][C:30]2[CH:31]=[CH:32][C:33]3[O:38][CH2:37][C:36](=O)[N:35]([CH2:40][CH2:41][CH2:42][O:43][CH3:44])[C:34]=3[CH:45]=2)[CH2:9]1)=O)(C)(C)C.B.C1COCC1.CO. (2) Given the product [Br:17][C:18]1[CH:19]=[C:20]2[C:25](=[CH:26][CH:27]=1)[CH:24]=[C:23]([C:2]1[CH:3]=[CH:4][C:5]3[O:6][C:7]4[CH:13]=[CH:12][CH:11]=[CH:10][C:8]=4[C:9]=3[CH:1]=1)[CH:22]=[CH:21]2, predict the reactants needed to synthesize it. The reactants are: [CH:1]1[C:9]2[C:8]3[CH:10]=[CH:11][CH:12]=[CH:13][C:7]=3[O:6][C:5]=2[CH:4]=[CH:3][C:2]=1B(O)O.[Br:17][C:18]1[CH:27]=[CH:26][C:25]2[C:20](=[CH:21][CH:22]=[C:23](Br)[CH:24]=2)[CH:19]=1.C(COC)OC.C(=O)([O-])[O-].[Na+].[Na+]. (3) Given the product [NH2:39][C@@H:34]([C:35]([CH3:37])([CH3:36])[CH3:38])[C:32]([N:9]1[C@H:10]([C:12]([NH:13][C@:14]2([C:19](=[O:30])[NH:20][S:21]([C:24]3([CH2:27][CH2:28][CH3:29])[CH2:26][CH2:25]3)(=[O:23])=[O:22])[CH2:16][C@@H:15]2[CH2:17][CH3:18])=[O:31])[CH2:11][C@:3]2([C:2]([CH3:47])([CH3:1])[C:4]32[CH2:7][CH2:6][CH2:5]3)[CH2:8]1)=[O:33], predict the reactants needed to synthesize it. The reactants are: [CH3:1][C:2]1([CH3:47])[C:4]2([CH2:7][CH2:6][CH2:5]2)[C@:3]21[CH2:11][C@@H:10]([C:12](=[O:31])[NH:13][C@:14]1([C:19](=[O:30])[NH:20][S:21]([C:24]3([CH2:27][CH2:28][CH3:29])[CH2:26][CH2:25]3)(=[O:23])=[O:22])[CH2:16][C@@H:15]1[CH2:17][CH3:18])[N:9]([C:32]([C@@H:34]([NH:39]C(=O)OC(C)(C)C)[C:35]([CH3:38])([CH3:37])[CH3:36])=[O:33])[CH2:8]2.Cl. (4) Given the product [Br:35][C:36]1[C:37]([N:46]2[CH2:51][CH2:50][N:49]([CH2:52][C:53]3[CH:54]=[N:55][CH:56]=[CH:57][CH:58]=3)[CH2:48][CH2:47]2)=[C:38]2[N:43]=[C:73]([C:71]3[CH:70]=[N:69][N:68]([CH3:67])[CH:72]=3)[NH:42][C:39]2=[N:40][CH:41]=1, predict the reactants needed to synthesize it. The reactants are: BrC1C(N2CCN(C(NC3C=CC=CC=3)=O)CC2)=C2N=C(C3C=CC(N(C)C)=CC=3)NC2=NC=1.[Br:35][C:36]1[C:37]([N:46]2[CH2:51][CH2:50][N:49]([CH2:52][C:53]3[CH:54]=[N:55][CH:56]=[CH:57][CH:58]=3)[CH2:48][CH2:47]2)=[C:38]([N+:43]([O-])=O)[C:39]([NH2:42])=[N:40][CH:41]=1.[O-]S(S([O-])=O)=O.[Na+].[Na+].[CH3:67][N:68]1[CH:72]=[C:71]([CH:73]=O)[CH:70]=[N:69]1. (5) Given the product [NH2:21][C:8]1[C:7]([NH2:6])=[CH:12][C:11]([N:13]2[CH2:17][CH2:16][CH:15]([C:18]#[N:19])[CH2:14]2)=[C:10]([Cl:20])[CH:9]=1, predict the reactants needed to synthesize it. The reactants are: O.O.[Sn](Cl)Cl.[NH2:6][C:7]1[C:8]([N+:21]([O-])=O)=[CH:9][C:10]([Cl:20])=[C:11]([N:13]2[CH2:17][CH2:16][CH:15]([C:18]#[N:19])[CH2:14]2)[CH:12]=1. (6) Given the product [ClH:26].[NH2:11][C@H:12]1[CH:21]2[CH:16]3[CH:17]4[CH:18]5[CH:20]2[CH:19]5[CH:14]([CH:15]34)[C@H:13]1[C:22]([O:24][CH3:25])=[O:23], predict the reactants needed to synthesize it. The reactants are: C(OC([NH:11][C@H:12]1[CH:21]2[CH:16]3[CH:17]4[CH:18]5[CH:20]2[CH:19]5[CH:14]([CH:15]34)[C@H:13]1[C:22]([O:24][CH3:25])=[O:23])=O)C1C=CC=CC=1.[ClH:26].O1CCOCC1. (7) Given the product [CH2:1]([N:8]([C:9]1[S:10][C:11]([CH3:17])=[C:12]([CH3:16])[C:13]=1[C:14]#[N:15])[C:27]([NH:26][C:18](=[O:25])[C:19]1[CH:20]=[CH:21][CH:22]=[CH:23][CH:24]=1)=[S:28])[C:2]1[CH:3]=[CH:4][CH:5]=[CH:6][CH:7]=1, predict the reactants needed to synthesize it. The reactants are: [CH2:1]([NH:8][C:9]1[S:10][C:11]([CH3:17])=[C:12]([CH3:16])[C:13]=1[C:14]#[N:15])[C:2]1[CH:7]=[CH:6][CH:5]=[CH:4][CH:3]=1.[C:18]([N:26]=[C:27]=[S:28])(=[O:25])[C:19]1[CH:24]=[CH:23][CH:22]=[CH:21][CH:20]=1. (8) Given the product [ClH:9].[CH3:1][C@:2]1([C:6]([O:5][CH3:4])=[O:7])[CH2:14][CH2:13][CH2:12][NH:3]1, predict the reactants needed to synthesize it. The reactants are: [CH3:1][C@:2]12[CH2:14][CH2:13][CH2:12][N:3]1[CH:4](C(Cl)(Cl)[Cl:9])[O:5][C:6]2=[O:7]. (9) Given the product [CH3:1][O:2][C:3]1[C:4](=[O:10])[NH:5][C:6](=[O:14])[NH:7][CH:8]=1, predict the reactants needed to synthesize it. The reactants are: [CH3:1][O:2][C:3]1[C:4](=[O:10])[NH:5][C:6](=S)[NH:7][CH:8]=1.ClCC(O)=[O:14].Cl. (10) Given the product [C:14]([O:13][C:11]([N:8]1[CH2:9][CH2:10][CH:5]([C:3]([OH:4])=[O:2])[CH2:6][CH2:7]1)=[O:12])([CH3:17])([CH3:15])[CH3:16], predict the reactants needed to synthesize it. The reactants are: C[O:2][C:3]([CH:5]1[CH2:10][CH2:9][N:8]([C:11]([O:13][C:14]([CH3:17])([CH3:16])[CH3:15])=[O:12])[CH2:7][CH2:6]1)=[O:4].[OH-].[Li+].O.Cl.